This data is from NCI-60 drug combinations with 297,098 pairs across 59 cell lines. The task is: Regression. Given two drug SMILES strings and cell line genomic features, predict the synergy score measuring deviation from expected non-interaction effect. (1) Drug 1: CCC1(CC2CC(C3=C(CCN(C2)C1)C4=CC=CC=C4N3)(C5=C(C=C6C(=C5)C78CCN9C7C(C=CC9)(C(C(C8N6C)(C(=O)OC)O)OC(=O)C)CC)OC)C(=O)OC)O.OS(=O)(=O)O. Drug 2: CN(CC1=CN=C2C(=N1)C(=NC(=N2)N)N)C3=CC=C(C=C3)C(=O)NC(CCC(=O)O)C(=O)O. Cell line: UACC-257. Synergy scores: CSS=31.1, Synergy_ZIP=0.0375, Synergy_Bliss=0.872, Synergy_Loewe=-16.4, Synergy_HSA=0.483. (2) Drug 1: C1=NC2=C(N=C(N=C2N1C3C(C(C(O3)CO)O)O)F)N. Drug 2: C1=NC(=NC(=O)N1C2C(C(C(O2)CO)O)O)N. Cell line: CCRF-CEM. Synergy scores: CSS=73.7, Synergy_ZIP=5.31, Synergy_Bliss=3.70, Synergy_Loewe=-1.20, Synergy_HSA=3.57. (3) Drug 1: CC12CCC3C(C1CCC2=O)CC(=C)C4=CC(=O)C=CC34C. Drug 2: CNC(=O)C1=NC=CC(=C1)OC2=CC=C(C=C2)NC(=O)NC3=CC(=C(C=C3)Cl)C(F)(F)F. Cell line: NCI-H226. Synergy scores: CSS=51.9, Synergy_ZIP=-1.69, Synergy_Bliss=-2.09, Synergy_Loewe=-7.71, Synergy_HSA=0.443. (4) Drug 1: CC1C(C(=O)NC(C(=O)N2CCCC2C(=O)N(CC(=O)N(C(C(=O)O1)C(C)C)C)C)C(C)C)NC(=O)C3=C4C(=C(C=C3)C)OC5=C(C(=O)C(=C(C5=N4)C(=O)NC6C(OC(=O)C(N(C(=O)CN(C(=O)C7CCCN7C(=O)C(NC6=O)C(C)C)C)C)C(C)C)C)N)C. Drug 2: C1CNP(=O)(OC1)N(CCCl)CCCl. Cell line: PC-3. Synergy scores: CSS=5.90, Synergy_ZIP=-3.74, Synergy_Bliss=-4.65, Synergy_Loewe=-21.8, Synergy_HSA=-7.08. (5) Drug 1: COC1=C(C=C2C(=C1)N=CN=C2NC3=CC(=C(C=C3)F)Cl)OCCCN4CCOCC4. Drug 2: CCN(CC)CCCC(C)NC1=C2C=C(C=CC2=NC3=C1C=CC(=C3)Cl)OC. Synergy scores: CSS=24.7, Synergy_ZIP=2.32, Synergy_Bliss=9.55, Synergy_Loewe=9.92, Synergy_HSA=10.0. Cell line: SF-295. (6) Drug 1: CNC(=O)C1=NC=CC(=C1)OC2=CC=C(C=C2)NC(=O)NC3=CC(=C(C=C3)Cl)C(F)(F)F. Drug 2: C1=CN(C=N1)CC(O)(P(=O)(O)O)P(=O)(O)O. Cell line: RPMI-8226. Synergy scores: CSS=0.917, Synergy_ZIP=-1.21, Synergy_Bliss=-2.14, Synergy_Loewe=-0.341, Synergy_HSA=-2.69.